This data is from Peptide-MHC class I binding affinity with 185,985 pairs from IEDB/IMGT. The task is: Regression. Given a peptide amino acid sequence and an MHC pseudo amino acid sequence, predict their binding affinity value. This is MHC class I binding data. (1) The peptide sequence is SPAIFQSSM. The MHC is HLA-A31:01 with pseudo-sequence HLA-A31:01. The binding affinity (normalized) is 0. (2) The peptide sequence is TYLGPLSCK. The MHC is HLA-A68:01 with pseudo-sequence HLA-A68:01. The binding affinity (normalized) is 0.452. (3) The peptide sequence is NLYPVARQR. The MHC is Patr-A0301 with pseudo-sequence Patr-A0301. The binding affinity (normalized) is 0. (4) The peptide sequence is ETLGYCMIR. The MHC is HLA-A03:01 with pseudo-sequence HLA-A03:01. The binding affinity (normalized) is 0. (5) The peptide sequence is AFDAPTLYVK. The MHC is HLA-A33:01 with pseudo-sequence HLA-A33:01. The binding affinity (normalized) is 0. (6) The peptide sequence is MLAHAEETRK. The MHC is HLA-A03:01 with pseudo-sequence HLA-A03:01. The binding affinity (normalized) is 0.426. (7) The peptide sequence is CSYMSGYL. The MHC is H-2-Kb with pseudo-sequence H-2-Kb. The binding affinity (normalized) is 0.647. (8) The peptide sequence is GSPAIFQYTM. The MHC is Mamu-A01 with pseudo-sequence Mamu-A01. The binding affinity (normalized) is 0.810. (9) The peptide sequence is SVDSDHLGY. The MHC is HLA-B57:01 with pseudo-sequence HLA-B57:01. The binding affinity (normalized) is 0.0847. (10) The binding affinity (normalized) is 0. The MHC is HLA-A29:02 with pseudo-sequence HLA-A29:02. The peptide sequence is MMESARPEDV.